Dataset: CYP2C9 inhibition data for predicting drug metabolism from PubChem BioAssay. Task: Regression/Classification. Given a drug SMILES string, predict its absorption, distribution, metabolism, or excretion properties. Task type varies by dataset: regression for continuous measurements (e.g., permeability, clearance, half-life) or binary classification for categorical outcomes (e.g., BBB penetration, CYP inhibition). Dataset: cyp2c9_veith. (1) The molecule is Cc1cc2c(SCc3ccccc3Cl)nc(N)nc2nc1C. The result is 0 (non-inhibitor). (2) The compound is CC(=O)N1CCC[C@@]2(CCN(Cc3cc(C(F)(F)F)cc(C(F)(F)F)c3)C2)C1. The result is 0 (non-inhibitor).